Task: Predict the product of the given reaction.. Dataset: Forward reaction prediction with 1.9M reactions from USPTO patents (1976-2016) (1) Given the reactants [O:1]1[C:6]2[CH:7]=[CH:8][C:9]([CH2:11][NH:12][C:13]3([C:19]([NH:21][CH3:22])=[O:20])[CH2:18][CH2:17][NH:16][CH2:15][CH2:14]3)=[CH:10][C:5]=2[O:4][CH2:3][CH2:2]1.[O:23]=[C:24]1[CH:33]=[N:32][C:31]2[C:26](=[CH:27][CH:28]=[CH:29][CH:30]=2)[N:25]1[CH2:34][CH:35]=O.C(O[BH-](OC(=O)C)OC(=O)C)(=O)C.[Na+].C(=O)([O-])O.[Na+], predict the reaction product. The product is: [O:1]1[C:6]2[CH:7]=[CH:8][C:9]([CH2:11][NH:12][C:13]3([C:19]([NH:21][CH3:22])=[O:20])[CH2:14][CH2:15][N:16]([CH2:35][CH2:34][N:25]4[C:26]5[C:31](=[CH:30][CH:29]=[CH:28][CH:27]=5)[N:32]=[CH:33][C:24]4=[O:23])[CH2:17][CH2:18]3)=[CH:10][C:5]=2[O:4][CH2:3][CH2:2]1. (2) Given the reactants [CH:1](=[N:5]/[C@H:6]([C:8]1[CH:13]=[CH:12][CH:11]=[CH:10][CH:9]=1)[CH3:7])\[CH2:2][CH2:3][CH3:4].C[Si](C)(C)[O:16][C:17]([O:25][CH2:26][CH3:27])=[C:18]([O:22][CH2:23][CH3:24])[O:19][CH2:20][CH3:21].O.[OH-].[Na+], predict the reaction product. The product is: [CH2:23]([O:22][C:18]([O:19][CH2:20][CH3:21])([C@@H:1]([NH:5][C@H:6]([C:8]1[CH:9]=[CH:10][CH:11]=[CH:12][CH:13]=1)[CH3:7])[CH2:2][CH2:3][CH3:4])[C:17]([O:25][CH2:26][CH3:27])=[O:16])[CH3:24]. (3) Given the reactants [CH2:1]([N:4]([CH2:47][CH2:48][CH3:49])[C:5]([CH2:7][O:8][C:9](=[O:46])[CH2:10][CH2:11][NH:12][S:13]([C:16]1[CH:21]=[CH:20][CH:19]=[C:18]([C:22]([N:24]2[CH2:45][CH2:44][C:27]3([NH:31]/[C:30](=[N:32]/[C:33]([C:35]4[C:40]([NH2:41])=[N:39][C:38]([NH2:42])=[C:37]([Cl:43])[N:36]=4)=[O:34])/[NH:29][CH2:28]3)[CH2:26][CH2:25]2)=[O:23])[CH:17]=1)(=[O:15])=[O:14])=[O:6])[CH2:2][CH3:3].O.[C:51]([OH:58])(=[O:57])[CH2:52][CH2:53][C:54]([OH:56])=[O:55], predict the reaction product. The product is: [C:51]([OH:58])(=[O:57])[CH2:52][CH2:53][C:54]([OH:56])=[O:55].[CH2:47]([N:4]([CH2:1][CH2:2][CH3:3])[C:5]([CH2:7][O:8][C:9](=[O:46])[CH2:10][CH2:11][NH:12][S:13]([C:16]1[CH:21]=[CH:20][CH:19]=[C:18]([C:22]([N:24]2[CH2:45][CH2:44][C:27]3([NH:31]/[C:30](=[N:32]/[C:33]([C:35]4[C:40]([NH2:41])=[N:39][C:38]([NH2:42])=[C:37]([Cl:43])[N:36]=4)=[O:34])/[NH:29][CH2:28]3)[CH2:26][CH2:25]2)=[O:23])[CH:17]=1)(=[O:15])=[O:14])=[O:6])[CH2:48][CH3:49]. (4) Given the reactants [CH2:1]([C:7]1[CH:8]=[C:9]2[C:14](=[C:15]([O:17][CH:18]3[CH2:23][CH2:22][NH:21][CH2:20][CH2:19]3)[CH:16]=1)[N:13]=[CH:12][CH:11]=[CH:10]2)[CH2:2][CH2:3][CH2:4][CH2:5][CH3:6].[CH:24]([CH:26]1[CH2:31][CH2:30][CH:29]([C:32]([OH:34])=[O:33])[CH2:28][CH2:27]1)=O.C(O[BH-](OC(=O)C)OC(=O)C)(=O)C.[Na+].P([O-])([O-])([O-])=O, predict the reaction product. The product is: [CH2:1]([C:7]1[CH:8]=[C:9]2[C:14](=[C:15]([O:17][CH:18]3[CH2:23][CH2:22][N:21]([CH2:24][CH:26]4[CH2:31][CH2:30][CH:29]([C:32]([OH:34])=[O:33])[CH2:28][CH2:27]4)[CH2:20][CH2:19]3)[CH:16]=1)[N:13]=[CH:12][CH:11]=[CH:10]2)[CH2:2][CH2:3][CH2:4][CH2:5][CH3:6].